From a dataset of Forward reaction prediction with 1.9M reactions from USPTO patents (1976-2016). Predict the product of the given reaction. (1) Given the reactants [C:1]([O:5][C:6]([N:8]1[CH2:13][CH2:12][CH2:11][C@H:10]2[CH2:14][N:15]([C:17]3[C:26]([O:27][CH3:28])=[C:25]4[C:20]([C:21](=[O:35])[C:22]([C:32](O)=[O:33])=[CH:23][N:24]4[CH:29]4[CH2:31][CH2:30]4)=[CH:19][C:18]=3[F:36])[CH2:16][C@@H:9]12)=[O:7])([CH3:4])([CH3:3])[CH3:2].S(C1C=CC(C)=CC=1)([O-])(=O)=O.FC1C=CC=C[N+]=1C.C(N(CC)CC)C.[C:63]([NH:67][CH:68]([P:77](=[O:84])([O:81][CH2:82][CH3:83])[O:78][CH2:79][CH3:80])[P:69](=[O:76])([O:73][CH2:74][CH3:75])[O:70][CH2:71][CH3:72])(=[O:66])[CH2:64][SH:65], predict the reaction product. The product is: [C:1]([O:5][C:6]([N:8]1[CH2:13][CH2:12][CH2:11][C@H:10]2[CH2:14][N:15]([C:17]3[C:26]([O:27][CH3:28])=[C:25]4[C:20]([C:21](=[O:35])[C:22]([C:32](=[O:33])[S:65][CH2:64][C:63](=[O:66])[NH:67][CH:68]([P:69]([O:73][CH2:74][CH3:75])([O:70][CH2:71][CH3:72])=[O:76])[P:77]([O:78][CH2:79][CH3:80])([O:81][CH2:82][CH3:83])=[O:84])=[CH:23][N:24]4[CH:29]4[CH2:31][CH2:30]4)=[CH:19][C:18]=3[F:36])[CH2:16][C@@H:9]12)=[O:7])([CH3:4])([CH3:2])[CH3:3]. (2) Given the reactants C([O:3][C:4](=[O:19])[C:5]1[CH:10]=[CH:9][C:8]([P:11]([O:16][CH2:17][CH3:18])([O:13][CH2:14][CH3:15])=[O:12])=[CH:7][CH:6]=1)C.[OH-].[Li+], predict the reaction product. The product is: [CH2:17]([O:16][P:11]([C:8]1[CH:9]=[CH:10][C:5]([C:4]([OH:19])=[O:3])=[CH:6][CH:7]=1)([O:13][CH2:14][CH3:15])=[O:12])[CH3:18]. (3) Given the reactants Br[C:2]1[O:11][CH2:10][C:9]2[CH:8]([N:12]([CH3:14])[CH3:13])[CH2:7][C:6]3=[CH:15][N:16]([Si:18]([CH:25]([CH3:27])[CH3:26])([CH:22]([CH3:24])[CH3:23])[CH:19]([CH3:21])[CH3:20])[CH:17]=[C:4]([C:5]=23)[CH:3]=1.[Li]CCCC.[CH3:33][S:34]SC, predict the reaction product. The product is: [CH3:14][N:12]([CH3:13])[CH:8]1[C:9]2[CH2:10][O:11][C:2]([S:34][CH3:33])=[CH:3][C:4]3=[CH:17][N:16]([Si:18]([CH:22]([CH3:24])[CH3:23])([CH:25]([CH3:27])[CH3:26])[CH:19]([CH3:20])[CH3:21])[CH:15]=[C:6]([C:5]=23)[CH2:7]1.